From a dataset of Forward reaction prediction with 1.9M reactions from USPTO patents (1976-2016). Predict the product of the given reaction. (1) The product is: [Cl:17][C:18]1[CH:19]=[CH:20][C:21]([CH2:22][C:23]2([OH:31])[CH2:28][CH2:27][N:26]([CH2:2][CH2:3][C:4]([NH:6][C:7]3[CH:12]=[CH:11][C:10]([Cl:13])=[CH:9][C:8]=3[N+:14]([O-:16])=[O:15])=[O:5])[CH2:25][C:24]2([CH3:29])[CH3:30])=[CH:32][CH:33]=1. Given the reactants Br[CH2:2][CH2:3][C:4]([NH:6][C:7]1[CH:12]=[CH:11][C:10]([Cl:13])=[CH:9][C:8]=1[N+:14]([O-:16])=[O:15])=[O:5].[Cl:17][C:18]1[CH:33]=[CH:32][C:21]([CH2:22][C:23]2([OH:31])[CH2:28][CH2:27][NH:26][CH2:25][C:24]2([CH3:30])[CH3:29])=[CH:20][CH:19]=1.C([O-])([O-])=O.[K+].[K+], predict the reaction product. (2) Given the reactants C(OCC)(=O)C.[CH3:7][O:8][C:9]1[CH:10]=[C:11]([CH:15]=[C:16]([O:20][CH3:21])[C:17]=1[O:18][CH3:19])[C:12](Cl)=[O:13].[CH3:22][CH:23]([CH3:26])[CH2:24][NH2:25], predict the reaction product. The product is: [CH3:22][CH:23]([CH3:26])[CH2:24][NH:25][C:12](=[O:13])[C:11]1[CH:10]=[C:9]([O:8][CH3:7])[C:17]([O:18][CH3:19])=[C:16]([O:20][CH3:21])[CH:15]=1. (3) Given the reactants [CH:1]([C:3]1[CH:4]=[C:5]([C:9]2[CH:17]=[CH:16][C:15]([C:18]([NH2:20])=[O:19])=[C:14]3[C:10]=2[C:11]([CH3:22])=[C:12]([CH3:21])[NH:13]3)[CH:6]=[CH:7][CH:8]=1)=O.[CH3:23][S:24]([CH2:27][C:28]#[N:29])(=[O:26])=[O:25].N12CCCN=C1CCCCC2, predict the reaction product. The product is: [C:28]([C:27]([S:24]([CH3:23])(=[O:26])=[O:25])=[CH:1][C:3]1[CH:4]=[C:5]([C:9]2[CH:17]=[CH:16][C:15]([C:18]([NH2:20])=[O:19])=[C:14]3[C:10]=2[C:11]([CH3:22])=[C:12]([CH3:21])[NH:13]3)[CH:6]=[CH:7][CH:8]=1)#[N:29]. (4) Given the reactants [F:1][C:2]1[CH:3]=[C:4]([CH:24]=[CH:25][C:26]=1[S:27][C:28]1[NH:29][CH:30]=[CH:31][N:32]=1)[NH:5][C:6]1[C:15]2[C:10](=[CH:11][CH:12]=[CH:13][C:14]=2[O:16][CH:17]2[CH2:22][CH2:21][N:20]([CH3:23])[CH2:19][CH2:18]2)[N:9]=[CH:8][N:7]=1.Cl[CH2:34][C:35]#[N:36], predict the reaction product. The product is: [C:35]([CH2:34][N:29]1[CH:30]=[CH:31][N:32]=[C:28]1[S:27][C:26]1[CH:25]=[CH:24][C:4]([NH:5][C:6]2[C:15]3[C:10](=[CH:11][CH:12]=[CH:13][C:14]=3[O:16][CH:17]3[CH2:22][CH2:21][N:20]([CH3:23])[CH2:19][CH2:18]3)[N:9]=[CH:8][N:7]=2)=[CH:3][C:2]=1[F:1])#[N:36]. (5) Given the reactants [CH3:1][C:2]1[CH:7]=[C:6]([CH3:8])[CH:5]=[CH:4][C:3]=1[C:9]1[C:10]2[C:17]([C:18]#[N:19])=[CH:16][N:15](COCC[Si](C)(C)C)[C:11]=2[N:12]=[CH:13][N:14]=1.CCCC[N+](CCCC)(CCCC)CCCC.[F-], predict the reaction product. The product is: [CH3:1][C:2]1[CH:7]=[C:6]([CH3:8])[CH:5]=[CH:4][C:3]=1[C:9]1[C:10]2[C:17]([C:18]#[N:19])=[CH:16][NH:15][C:11]=2[N:12]=[CH:13][N:14]=1.